This data is from Catalyst prediction with 721,799 reactions and 888 catalyst types from USPTO. The task is: Predict which catalyst facilitates the given reaction. Reactant: C([O:4][CH2:5][C:6]1[C:7]([N:32]2[CH2:44][CH2:43][N:35]3[C:36]4[CH2:37][CH2:38][CH2:39][CH2:40][C:41]=4[CH:42]=[C:34]3[C:33]2=[O:45])=[N:8][CH:9]=[CH:10][C:11]=1[C:12]1[CH:17]=[C:16]([NH:18][C:19]2[CH:29]=[C:22]3[CH:23]([CH3:28])[N:24]([CH3:27])[CH2:25][CH2:26][N:21]3[N:20]=2)[C:15](=[O:30])[N:14]([CH3:31])[CH:13]=1)(=O)C.[OH-].[Li+].C(O)(C)C.C1COCC1. Product: [CH3:28][CH:23]1[N:24]([CH3:27])[CH2:25][CH2:26][N:21]2[N:20]=[C:19]([NH:18][C:16]3[C:15](=[O:30])[N:14]([CH3:31])[CH:13]=[C:12]([C:11]4[CH:10]=[CH:9][N:8]=[C:7]([N:32]5[CH2:44][CH2:43][N:35]6[C:36]7[CH2:37][CH2:38][CH2:39][CH2:40][C:41]=7[CH:42]=[C:34]6[C:33]5=[O:45])[C:6]=4[CH2:5][OH:4])[CH:17]=3)[CH:29]=[C:22]12. The catalyst class is: 6.